Predict the reaction yield, written as a fraction of the theoretical maximum amount of product (1.0 means a 100% yield; for example, 0.34 means a 34% yield). From a dataset of Reaction yield outcomes from USPTO patents with 853,638 reactions. (1) The product is [CH3:17][C:16]1[CH:15]=[CH:14][N:13]=[CH:12][C:11]=1[C:10]1[C:5]2[N:6]([C:2]([C:30]3[CH:35]=[N:34][CH:33]=[CH:32][N:31]=3)=[CH:3][N:4]=2)[N:7]=[CH:8][CH:9]=1. The reactants are I[C:2]1[N:6]2[N:7]=[CH:8][CH:9]=[C:10]([C:11]3[CH:12]=[N:13][CH:14]=[CH:15][C:16]=3[CH3:17])[C:5]2=[N:4][CH:3]=1.C(O)(C(F)(F)F)=O.C([Sn](CCCC)(CCCC)[C:30]1[CH:35]=[N:34][CH:33]=[CH:32][N:31]=1)CCC. The catalyst is C1C=CC([P]([Pd]([P](C2C=CC=CC=2)(C2C=CC=CC=2)C2C=CC=CC=2)([P](C2C=CC=CC=2)(C2C=CC=CC=2)C2C=CC=CC=2)[P](C2C=CC=CC=2)(C2C=CC=CC=2)C2C=CC=CC=2)(C2C=CC=CC=2)C2C=CC=CC=2)=CC=1.O1CCOCC1. The yield is 0.300. (2) The reactants are [NH:1]1[CH2:6][CH2:5][O:4][C@H:3]([C:7]2[CH:8]=[CH:9][C:10]([NH2:13])=[N:11][CH:12]=2)[CH2:2]1.[C:14]1([CH2:20][CH2:21][CH:22]=O)[CH:19]=[CH:18][CH:17]=[CH:16][CH:15]=1.C(O[BH-](OC(=O)C)OC(=O)C)(=O)C.[Na+]. The catalyst is O1CCCC1.C(=O)([O-])O.[Na+]. The product is [C:14]1([CH2:20][CH2:21][CH2:22][N:1]2[CH2:6][CH2:5][O:4][C@H:3]([C:7]3[CH:8]=[CH:9][C:10]([NH2:13])=[N:11][CH:12]=3)[CH2:2]2)[CH:19]=[CH:18][CH:17]=[CH:16][CH:15]=1. The yield is 0.380.